From a dataset of Experimentally validated miRNA-target interactions with 360,000+ pairs, plus equal number of negative samples. Binary Classification. Given a miRNA mature sequence and a target amino acid sequence, predict their likelihood of interaction. (1) The miRNA is hsa-miR-424-3p with sequence CAAAACGUGAGGCGCUGCUAU. The protein sequence of the target gene is MNKMALASFMKGRTVIGTPDEETMDIELPKKYHEMVGVIFSDTFSYRLKFNWGYRIPVIKEHSEYTEHCWAMHGEIFCYLAKYWLKGFVAFQAAINAAIIEVTTNHSVMEELTSVIGINMKIPPFISKGEIMNEWFHFTCLVSFSSFIYFASLNVARERGKFKKLMTVMGLRESAFWLSWGLTYICFIFIMSIFMALVITSIPIVFHTGFMVIFTLYSLYGLSLIALAFLMSVLIRKPMLAGLAGFLFTVFWGCLGFTVLYRQLPLSLGWVLSLLSPFAFTAGMAQITHLDNYLSGVIFP.... Result: 0 (no interaction). (2) Result: 0 (no interaction). The miRNA is hsa-miR-5708 with sequence AUGAGCGACUGUGCCUGACC. The protein sequence of the target gene is MAFSGIYKLDDGKPYLNNCFPARNLLRVPEEGQGHWLVVQKGNLKKKPKGLVGAQAERRESLKATSFEFKGKKESRRENQVDLPGHILDQAFLLKHHCVRKPSDLCTINAKENDFKHFHSVIYINASENLLPLEAFHTFPALKELDLAFNGIKTIYVKYGDFKLLEFLDLSFNSLTVEAICDLGILPHLRVLLLTGNGLTSLPPNLAVAEQEASVTSLTSKRYILRFPALETLMLDDNRLSNPSCFASLAGLRRLKKLSLDENRIIRIPYLQQVQLYDESVDWNGGRGSPHKEPQFMLQS.... (3) The miRNA is hsa-miR-128-2-5p with sequence GGGGGCCGAUACACUGUACGAGA. The protein sequence of the target gene is MSLTNTKTGFSVKDILDLPDTNDEEGSVAEGPEEENEGPEPAKRAGPLGQGALDAVQSLPLKNPFYDSSDNPYTRWLASTEGLQYSLHGLAAGAPPQDSSSKSPEPSADESPDNDKETPGGGGDAGKKRKRRVLFSKAQTYELERRFRQQRYLSAPEREHLASLIRLTPTQVKIWFQNHRYKMKRARAEKGMEVTPLPSPRRVAVPVLVRDGKPCHALKAQDLAAATFQAGIPFSAYSAQSLQHMQYNAQYSSASTPQYPTAHPLVQAQQWTW. Result: 1 (interaction). (4) The miRNA is hsa-miR-559 with sequence UAAAGUAAAUAUGCACCAAAA. The protein sequence of the target gene is MEHIRTTKVEQVKLLDRFSTSNKSLTGTLYLTATHLLFIDSHQKETWILHHHIASVEKLALTTSGCPLVIQCKNFRTVHFIVPRERDCHDIYNSLLQLSKQAKYEDLYAFSYNPKQNDSERLQGWQLIDLAEEYKRMGVPNSHWQLSDANRDYKICETYPRELYVPRIASKPIIVGSSKFRSKGRFPVLSYYHQDKEAAICRCSQPLSGFSARCLEDEHLLQAISKANPVNRYMYVMDTRPKLNAMANRAAGKGYENEDNYSNIRFQFVGIENIHVMRSSLQKLLEVNGTKGLSVNDFYS.... Result: 1 (interaction). (5) The miRNA is hsa-miR-542-3p with sequence UGUGACAGAUUGAUAACUGAAA. The protein sequence of the target gene is MAEYDLTTRIAHFLDRHLVFPLLEFLSVKEIYNEKELLQGKLDLLSDTNMVDFAMDVYKNLYSDDIPHALREKRTTVVAQLKQLQAETEPIVKMFEDPETTRQMQSTRDGRMLFDYLADKHGFRQEYLDTLYRYAKFQYECGNYSGAAEYLYFFRVLVPATDRNALSSLWGKLASEILMQNWDAAMEDLTRLKETIDNNSVSSPLQSLQQRTWLIHWSLFVFFNHPKGRDNIIDLFLYQPQYLNAIQTMCPHILRYLTTAVITNKDVRKRRQVLKDLVKVIQQESYTYKDPITEFVECLY.... Result: 0 (no interaction). (6) The miRNA is mmu-miR-208b-3p with sequence AUAAGACGAACAAAAGGUUUGU. The protein sequence of the target gene is MAEQVALSRTQVCGILREELYQGDAFHQADTHIFIIMGASGDLAKKKIYPTIWWLFRDGLLPEDTFIVGYARSRLTVDDIRKQSEPFFKVTPEERPKLEEFFARNSYVAGQYDDPASYKHLNSHMNALHQGMQANRLFYLALPPTVYEAVTKNIQEICMSQTGWNRIIVEKPFGRDLQSSNQLSNHISSLFREDQIYRIDHYLGKEMVQNLMVLRFANRIFGPIWNRDNIACVILTFKEPFGTEGRGGYFDEFGIIRDVMQNHLLQMLCLVAMEKPASTDSDDVRDEKVKVLKCISEVET.... Result: 0 (no interaction). (7) The miRNA is hsa-miR-4733-3p with sequence CCACCAGGUCUAGCAUUGGGAU. The protein sequence of the target gene is MWDLNDAPHQTQREEESEEFCYSSPSKRVGSFSNSSSSAVVIEDGSDDDELNRVRPNNPLVTHQFFPEMDSNGGGVASGFPRAHWFGVKFCQSDLATGSSAGKATNVAAAVVEPAQPLKKSRRGPRSRSSQYRGVTFYRRTGRWESHIWDCGKQVYLGGFDTAHAAARAYDRAAIKFRGVEADINFNIDDYDDDLKQMTNLTKEEFVHVLRRQSTGFPRGSSKYRGVTLHKCGRWEARMGQFLGKKYVYLGLFDTEVEAARAYDKAAIKCNGKDAVTNFDPSIYDEELNAESSGNPTTPQ.... Result: 0 (no interaction). (8) The miRNA is hsa-miR-548bb-5p with sequence AAAAGUAACUAUGGUUUUUGCC. The protein sequence of the target gene is MLRQVLHRGLRTCFSRLGHFIASHPVFFASAPVLISILLGASFSRYQVEESVEHLLAPQHSLAKIERNLVNSLFPVNRSKHRLYSDLQTPGRYGRVIVTSFQKANMLDQHHTDLILKLHAAVTKIQVPRPGFNYTFAHICILNNDKTCIVDDIVHVLEELKNARATNRTNFAITYPITHLKDGRAVYNGHQLGGVTVHSKDRVKSAEAIQLTYYLQSINSLNDMVAERWESSFCDTVRLFQKSNSKVKMYPYTSSSLREDFQKTSRVSERYLVTSLILVVTMAILCCSMQDCVRSKPWLG.... Result: 1 (interaction). (9) The miRNA is hsa-miR-519d-3p with sequence CAAAGUGCCUCCCUUUAGAGUG. The protein sequence of the target gene is MPGGGSQEYGVLCIQEYRKNSKVESSTRNNFMGLKDHLGHDLGHLYVESTDPQLSPAVPWSTVENPSMDTVNVGKDEKEASEENASSGDSEENTNSDHESEQLGSISVEPGLITKTHRQLCRSPCLEPHILKRNEILQDFKPEESQTTSKEAKKPPDVVREYQTKLEFALKLGYSEEQVQLVLNKLGTDALINDILGELVKLGNKSEADQTVSTINTITRETSSLESQRSESPMQEIVTDDGENLRPIVIDGSNVAMSHGNKEVFSCRGIKLAVDWFLERGHKDITVFVPAWRKEQSRPD.... Result: 1 (interaction). (10) The miRNA is hsa-miR-6803-3p with sequence UCCCUCGCCUUCUCACCCUCAG. The protein sequence of the target gene is MEAENAGSYSLQQAQAFYTFPFQQLMAEAPNMAVVNEQQMPEEVPAPAPAQEPVQEAPKGRKRKPRTTEPKQPVEPKKPVESKKSGKSAKSKEKQEKITDTFKVKRKVDRFNGVSEAELLTKTLPDILTFNLDIVIIGINPGLMAAYKGHHYPGPGNHFWKCLFMSGLSEVQLNHMDDHTLPGKYGIGFTNMVERTTPGSKDLSSKEFREGGRILVQKLQKYQPRIAVFNGKCIYEIFSKEVFGVKVKNLEFGLQPHKIPDTETLCYVMPSSSARCAQFPRAQDKVHYYIKLKDLRDQLK.... Result: 0 (no interaction).